The task is: Regression. Given a peptide amino acid sequence and an MHC pseudo amino acid sequence, predict their binding affinity value. This is MHC class I binding data.. This data is from Peptide-MHC class I binding affinity with 185,985 pairs from IEDB/IMGT. (1) The peptide sequence is FSNFSTSHI. The MHC is HLA-B08:01 with pseudo-sequence HLA-B08:01. The binding affinity (normalized) is 0.256. (2) The peptide sequence is RLASTVIYR. The MHC is HLA-B27:03 with pseudo-sequence HLA-B27:03. The binding affinity (normalized) is 0.0847. (3) The peptide sequence is RTMAWTVVNSI. The MHC is HLA-A02:02 with pseudo-sequence HLA-A02:02. The binding affinity (normalized) is 0.553. (4) The peptide sequence is LLDAHIPQLVA. The MHC is HLA-B44:03 with pseudo-sequence HLA-B44:03. The binding affinity (normalized) is 0.